The task is: Regression. Given a peptide amino acid sequence and an MHC pseudo amino acid sequence, predict their binding affinity value. This is MHC class II binding data.. This data is from Peptide-MHC class II binding affinity with 134,281 pairs from IEDB. (1) The peptide sequence is EKKYFYATQFEPLAA. The MHC is DRB1_0101 with pseudo-sequence DRB1_0101. The binding affinity (normalized) is 0.965. (2) The peptide sequence is AAAQASAAAAAYEAA. The MHC is DRB3_0101 with pseudo-sequence DRB3_0101. The binding affinity (normalized) is 0.240. (3) The peptide sequence is PEDPEDSALLED. The MHC is DRB1_1302 with pseudo-sequence DRB1_1302. The binding affinity (normalized) is 0. (4) The peptide sequence is YDGFLANVSTVLTGK. The MHC is DRB1_0405 with pseudo-sequence DRB1_0405. The binding affinity (normalized) is 0.683. (5) The peptide sequence is VLQNLIFLSKDLQAD. The MHC is DRB1_0101 with pseudo-sequence DRB1_0101. The binding affinity (normalized) is 0.634.